Dataset: Full USPTO retrosynthesis dataset with 1.9M reactions from patents (1976-2016). Task: Predict the reactants needed to synthesize the given product. (1) Given the product [Cl:17][CH2:13][C:3]1[C:4]([C:7]2[CH:12]=[CH:11][CH:10]=[CH:9][N:8]=2)=[N:5][O:6][C:2]=1[CH3:1], predict the reactants needed to synthesize it. The reactants are: [CH3:1][C:2]1[O:6][N:5]=[C:4]([C:7]2[CH:12]=[CH:11][CH:10]=[CH:9][N:8]=2)[C:3]=1[CH2:13]O.S(Cl)([Cl:17])=O. (2) Given the product [Si:1]([O:8][CH2:9][C:10]1[N:11]([CH3:37])[C:12]2[CH:13]=[C:14]3[CH2:24][CH2:23][CH2:22][CH2:21][C:20]4[C:47]([OH:48])=[C:38]([C:39]([O:41][CH3:42])=[O:40])[C:43](=[O:44])[N:25]([CH2:26][C:27]5[CH:32]=[CH:31][C:30]([O:33][CH3:34])=[CH:29][C:28]=5[O:35][CH3:36])[C:19]=4[C:15]3=[CH:16][C:17]=2[CH:18]=1)([C:4]([CH3:7])([CH3:6])[CH3:5])([CH3:3])[CH3:2], predict the reactants needed to synthesize it. The reactants are: [Si:1]([O:8][CH2:9][C:10]1[N:11]([CH3:37])[C:12]2[C:17]([CH:18]=1)=[CH:16][C:15]1[C:19](=[N:25][CH2:26][C:27]3[CH:32]=[CH:31][C:30]([O:33][CH3:34])=[CH:29][C:28]=3[O:35][CH3:36])[CH2:20][CH2:21][CH2:22][CH2:23][CH2:24][C:14]=1[CH:13]=2)([C:4]([CH3:7])([CH3:6])[CH3:5])([CH3:3])[CH3:2].[CH:38]([C:47](OC)=[O:48])([C:43](OC)=[O:44])[C:39]([O:41][CH3:42])=[O:40]. (3) Given the product [C:18]12([CH2:28][C:29]([NH:1][N:2]3[C:7](=[O:8])[C:6]4[S:9][CH:10]=[CH:11][C:5]=4[C:4]([C:12]4[CH:17]=[CH:16][CH:15]=[CH:14][CH:13]=4)=[N:3]3)=[O:30])[CH2:25][CH:24]3[CH2:23][CH:22]([CH2:21][CH:20]([CH2:26]3)[CH2:19]1)[CH2:27]2, predict the reactants needed to synthesize it. The reactants are: [NH2:1][N:2]1[C:7](=[O:8])[C:6]2[S:9][CH:10]=[CH:11][C:5]=2[C:4]([C:12]2[CH:17]=[CH:16][CH:15]=[CH:14][CH:13]=2)=[N:3]1.[C:18]12([CH2:28][C:29](O)=[O:30])[CH2:27][CH:22]3[CH2:23][CH:24]([CH2:26][CH:20]([CH2:21]3)[CH2:19]1)[CH2:25]2. (4) Given the product [Br:26][C:27]1[CH:32]=[CH:31][C:30]([C:10]2[CH:11]=[C:12]3[C:7]([C:6]([CH3:23])([CH3:24])[CH2:5][C:4](=[O:25])[N:3]3[CH2:1][CH3:2])=[CH:8][C:9]=2[CH3:22])=[C:29]([O:34][C:35]([F:36])([F:37])[F:38])[CH:28]=1, predict the reactants needed to synthesize it. The reactants are: [CH2:1]([N:3]1[C:12]2[C:7](=[CH:8][C:9]([CH3:22])=[C:10](B3OC(C)(C)C(C)(C)O3)[CH:11]=2)[C:6]([CH3:24])([CH3:23])[CH2:5][C:4]1=[O:25])[CH3:2].[Br:26][C:27]1[CH:32]=[CH:31][C:30](I)=[C:29]([O:34][C:35]([F:38])([F:37])[F:36])[CH:28]=1. (5) The reactants are: [NH2:1][CH2:2][C:3]([N:5]1[CH2:14][CH2:13][C:12]2[C:7](=[C:8]([N:17]3[CH2:22][CH2:21][N:20]([CH3:23])[CH2:19][CH2:18]3)[CH:9]=[CH:10][C:11]=2[O:15][CH3:16])[CH2:6]1)=[O:4].Cl.[N:25]1[C:34]2[CH:33]=[CH:32][CH:31]=[C:30]([C:35](Cl)=[O:36])[C:29]=2[CH:28]=[CH:27][CH:26]=1. Given the product [CH3:16][O:15][C:11]1[CH:10]=[CH:9][C:8]([N:17]2[CH2:18][CH2:19][N:20]([CH3:23])[CH2:21][CH2:22]2)=[C:7]2[C:12]=1[CH2:13][CH2:14][N:5]([C:3](=[O:4])[CH2:2][NH:1][C:35]([C:30]1[C:29]3[CH:28]=[CH:27][CH:26]=[N:25][C:34]=3[CH:33]=[CH:32][CH:31]=1)=[O:36])[CH2:6]2, predict the reactants needed to synthesize it. (6) Given the product [S:1]1[C:5]2[CH:6]=[C:7]([N:10]3[CH2:14][CH2:13][N:12]([C:17]4[CH:18]=[N:19][CH:20]=[CH:21][C:22]=4[Cl:23])[C:11]3=[O:15])[CH:8]=[CH:9][C:4]=2[N:3]=[CH:2]1, predict the reactants needed to synthesize it. The reactants are: [S:1]1[C:5]2[CH:6]=[C:7]([N:10]3[CH2:14][CH2:13][NH:12][C:11]3=[O:15])[CH:8]=[CH:9][C:4]=2[N:3]=[CH:2]1.Br[C:17]1[CH:18]=[N:19][CH:20]=[CH:21][C:22]=1[Cl:23].N[C@@H]1CCCC[C@H]1N.P([O-])([O-])([O-])=O.[K+].[K+].[K+]. (7) Given the product [CH3:58][O:57][C:51]1[CH:52]=[CH:53][C:54]([NH:56][C:26](=[O:28])[C:25]2[CH:29]=[C:30]([CH2:33][NH:34][C:35]([C:37]([CH3:40])([CH3:39])[CH3:38])=[O:36])[CH:31]=[CH:32][C:24]=2[Cl:23])=[CH:55][C:50]=1[C:49]([NH:48][C:45]1[CH:46]=[CH:47][C:42]([Br:41])=[CH:43][CH:44]=1)=[O:59], predict the reactants needed to synthesize it. The reactants are: CN(C(ON1N=NC2C=CC=CC1=2)=[N+](C)C)C.[B-](F)(F)(F)F.[Cl:23][C:24]1[CH:32]=[CH:31][C:30]([CH2:33][NH:34][C:35]([C:37]([CH3:40])([CH3:39])[CH3:38])=[O:36])=[CH:29][C:25]=1[C:26]([OH:28])=O.[Br:41][C:42]1[CH:47]=[CH:46][C:45]([NH:48][C:49](=[O:59])[C:50]2[CH:55]=[C:54]([NH2:56])[CH:53]=[CH:52][C:51]=2[O:57][CH3:58])=[CH:44][CH:43]=1. (8) Given the product [Br:1][C:2]1[CH:3]=[N:4][N:5]([CH:7]([C:8]2[CH:17]=[CH:16][CH:15]=[CH:10][CH:9]=2)[C:32]([O:34][CH2:35][CH3:36])=[O:33])[CH:6]=1, predict the reactants needed to synthesize it. The reactants are: [Br:1][C:2]1[CH:3]=[N:4][N:5]([CH2:7][C:8]2[CH:9]=[C:10]([CH:15]=[CH:16][CH:17]=2)C(OC)=O)[CH:6]=1.BrCC1C=C(C=CC=1)C(OC)=O.BrC(C1C=CC=CC=1)[C:32]([O:34][CH2:35][CH3:36])=[O:33].